Dataset: Catalyst prediction with 721,799 reactions and 888 catalyst types from USPTO. Task: Predict which catalyst facilitates the given reaction. (1) Reactant: [N+:1]([C:4]1[CH:9]=[CH:8][C:7]([S:10]([C:13]2[CH:18]=[CH:17][C:16]([F:19])=[CH:15][CH:14]=2)(=[O:12])=[O:11])=[CH:6][CH:5]=1)([O-])=O. Product: [F:19][C:16]1[CH:17]=[CH:18][C:13]([S:10]([C:7]2[CH:8]=[CH:9][C:4]([NH2:1])=[CH:5][CH:6]=2)(=[O:12])=[O:11])=[CH:14][CH:15]=1. The catalyst class is: 847. (2) Reactant: [CH:1]1([N:4]2[C:12]3[CH:11]=[C:10]([NH:13][C:14](=[O:26])[C:15]4[CH:20]=[CH:19][C:18]([C@:21]([OH:25])([CH3:24])[CH2:22][OH:23])=[CH:17][CH:16]=4)[N:9]=[CH:8][C:7]=3[CH:6]=[CH:5]2)[CH2:3][CH2:2]1.[Br:27]N1C(=O)CCC1=O. Product: [Br:27][C:6]1[C:7]2[CH:8]=[N:9][C:10]([NH:13][C:14](=[O:26])[C:15]3[CH:20]=[CH:19][C:18]([C@:21]([OH:25])([CH3:24])[CH2:22][OH:23])=[CH:17][CH:16]=3)=[CH:11][C:12]=2[N:4]([CH:1]2[CH2:3][CH2:2]2)[CH:5]=1. The catalyst class is: 391. (3) Reactant: [F:1][C:2]1[CH:3]=[C:4]([CH:9]2[C:18]3[C:13](=[CH:14][CH:15]=[CH:16][CH:17]=3)[CH2:12][CH2:11][NH:10]2)[CH:5]=[CH:6][C:7]=1[F:8].[F:19][C:20]1[CH:25]=[CH:24][C:23]([N:26]=[C:27]=[O:28])=[CH:22][CH:21]=1. Product: [F:1][C:2]1[CH:3]=[C:4]([CH:9]2[C:18]3[C:13](=[CH:14][CH:15]=[CH:16][CH:17]=3)[CH2:12][CH2:11][N:10]2[C:27]([NH:26][C:23]2[CH:24]=[CH:25][C:20]([F:19])=[CH:21][CH:22]=2)=[O:28])[CH:5]=[CH:6][C:7]=1[F:8]. The catalyst class is: 2. (4) Reactant: [F:1][C:2]([F:9])([F:8])[C:3]1[CH:7]=[CH:6][NH:5][N:4]=1.Cl[C:11]1[C:16]([Cl:17])=[CH:15][CH:14]=[CH:13][N:12]=1.CN(C)C=O.C(=O)([O-])[O-].[K+].[K+]. Product: [Cl:17][C:16]1[C:11]([N:5]2[CH:6]=[CH:7][C:3]([C:2]([F:9])([F:8])[F:1])=[N:4]2)=[N:12][CH:13]=[CH:14][CH:15]=1. The catalyst class is: 6. (5) Reactant: [C:1]([NH:8][C@H:9]([C:12]([OH:14])=[O:13])[CH2:10][OH:11])([O:3][C:4]([CH3:7])([CH3:6])[CH3:5])=[O:2].[C:15]([O-])([O-])=O.[K+].[K+]. Product: [CH3:15][O:13][C:12](=[O:14])[C@H:9]([CH2:10][OH:11])[NH:8][C:1]([O:3][C:4]([CH3:7])([CH3:6])[CH3:5])=[O:2]. The catalyst class is: 3. (6) Reactant: C(NC(C)C)(C)C.C([Li])CCC.[F:13][C:14]1[CH:15]=[N:16][C:17]2[C:22]([CH:23]=1)=[CH:21][CH:20]=[CH:19][CH:18]=2.[I:24]I. Product: [F:13][C:14]1[CH:15]=[N:16][C:17]2[C:22]([C:23]=1[I:24])=[CH:21][CH:20]=[CH:19][CH:18]=2. The catalyst class is: 7. (7) Reactant: [Cr](O[Cr]([O-])(=O)=O)([O-])(=O)=[O:2].[NH+]1C=CC=CC=1.[NH+]1C=CC=CC=1.[CH:22]1([O:27][C:28]2[CH:29]=[C:30]([CH:36]([OH:44])[CH2:37][C:38]3[CH:43]=[CH:42][N:41]=[CH:40][CH:39]=3)[CH:31]=[CH:32][C:33]=2[O:34][CH3:35])[CH2:26][CH2:25][CH2:24][CH2:23]1. Product: [CH:22]1([O:27][C:28]2[CH:29]=[C:30]([C:36](=[O:44])[C:37]([C:38]3[CH:39]=[CH:40][N:41]=[CH:42][CH:43]=3)=[O:2])[CH:31]=[CH:32][C:33]=2[O:34][CH3:35])[CH2:23][CH2:24][CH2:25][CH2:26]1. The catalyst class is: 4.